This data is from Forward reaction prediction with 1.9M reactions from USPTO patents (1976-2016). The task is: Predict the product of the given reaction. (1) Given the reactants [C:1]([O:5][C:6]([N:8]1[CH2:19][CH2:18][C:11]2[N:12]=[C:13](SC)[N:14]=[CH:15][C:10]=2[CH2:9]1)=[O:7])([CH3:4])([CH3:3])[CH3:2].Cl[C:21]1C=CC=C(C(OO)=O)C=1.[S:31]([O-:35])([O-])(=[O:33])=S.[Na+].[Na+].C(=O)(O)[O-].[Na+], predict the reaction product. The product is: [C:1]([O:5][C:6]([N:8]1[CH2:19][CH2:18][C:11]2[N:12]=[C:13]([S:31]([CH3:21])(=[O:35])=[O:33])[N:14]=[CH:15][C:10]=2[CH2:9]1)=[O:7])([CH3:3])([CH3:2])[CH3:4]. (2) The product is: [CH2:3]([O:10][C@@H:11]1[CH2:16][CH2:15][CH2:14][CH2:13][C@H:12]1[N:17]1[CH2:21][CH2:20][C@@H:19]([NH:22][C:32](=[O:33])[CH2:31][NH:30][C:28](=[O:29])[C:27]2[CH:35]=[CH:36][CH:37]=[C:25]([C:24]([F:23])([F:39])[F:38])[CH:26]=2)[CH2:18]1)[C:4]1[CH:5]=[CH:6][CH:7]=[CH:8][CH:9]=1. Given the reactants Cl.Cl.[CH2:3]([O:10][C@@H:11]1[CH2:16][CH2:15][CH2:14][CH2:13][C@H:12]1[N:17]1[CH2:21][CH2:20][C@@H:19]([NH2:22])[CH2:18]1)[C:4]1[CH:9]=[CH:8][CH:7]=[CH:6][CH:5]=1.[F:23][C:24]([F:39])([F:38])[C:25]1[CH:26]=[C:27]([CH:35]=[CH:36][CH:37]=1)[C:28]([NH:30][CH2:31][C:32](O)=[O:33])=[O:29].CCN(CC)CC.C(Cl)CCl.C1C=CC2N(O)N=NC=2C=1, predict the reaction product. (3) The product is: [OH:2][C:3]1[CH:17]=[CH:16][C:6]([C:7]([NH:9][C:10]2[CH:15]=[CH:14][CH:13]=[CH:12][CH:11]=2)=[O:8])=[CH:5][C:4]=1[NH:18][C:19]1[CH:20]=[CH:21][CH:22]=[CH:23][CH:24]=1. Given the reactants C[O:2][C:3]1[CH:17]=[CH:16][C:6]([C:7]([NH:9][C:10]2[CH:15]=[CH:14][CH:13]=[CH:12][CH:11]=2)=[O:8])=[CH:5][C:4]=1[NH:18][C:19]1[CH:24]=[CH:23][CH:22]=[CH:21][CH:20]=1.O, predict the reaction product. (4) Given the reactants [NH2:1][C:2]1[CH:11]=[CH:10][CH:9]=[C:8]2[C:3]=1[CH:4]([CH3:13])[CH2:5][NH:6][C:7]2=[O:12].Cl[C:15]1[C:24]2[C:19](=[CH:20][C:21]([O:28][CH2:29][CH3:30])=[C:22]([O:25][CH2:26][CH3:27])[CH:23]=2)[N:18]=[CH:17][C:16]=1[C:31]([NH2:33])=[O:32], predict the reaction product. The product is: [CH2:26]([O:25][C:22]1[CH:23]=[C:24]2[C:19](=[CH:20][C:21]=1[O:28][CH2:29][CH3:30])[N:18]=[CH:17][C:16]([C:31]([NH2:33])=[O:32])=[C:15]2[NH:1][C:2]1[CH:11]=[CH:10][CH:9]=[C:8]2[C:3]=1[CH:4]([CH3:13])[CH2:5][NH:6][C:7]2=[O:12])[CH3:27]. (5) Given the reactants [NH2:1][C:2]1[C:11]([N+:12]([O-])=O)=[CH:10][CH:9]=[C:8]2[C:3]=1[CH:4]=[CH:5][CH:6]=[N:7]2.N[C:16](N)=[O:17], predict the reaction product. The product is: [NH:1]1[C:2]2[C:3]3[CH:4]=[CH:5][CH:6]=[N:7][C:8]=3[CH:9]=[CH:10][C:11]=2[NH:12][C:16]1=[O:17]. (6) Given the reactants [Cl:1][C:2]1[CH:3]=[N:4][CH:5]=[C:6]([Cl:31])[C:7]=1[NH:8][C:9]([C:11]1[C:19]2[C:18]3[CH:20]=[C:21]([N+:24]([O-])=O)[CH:22]=[CH:23][C:17]=3[O:16][C:15]=2[C:14]([O:27][CH:28]([F:30])[F:29])=[CH:13][CH:12]=1)=[O:10].[Cl-].[NH4+], predict the reaction product. The product is: [Cl:1][C:2]1[CH:3]=[N:4][CH:5]=[C:6]([Cl:31])[C:7]=1[NH:8][C:9]([C:11]1[C:19]2[C:18]3[CH:20]=[C:21]([NH2:24])[CH:22]=[CH:23][C:17]=3[O:16][C:15]=2[C:14]([O:27][CH:28]([F:29])[F:30])=[CH:13][CH:12]=1)=[O:10].